Dataset: Forward reaction prediction with 1.9M reactions from USPTO patents (1976-2016). Task: Predict the product of the given reaction. The product is: [Cl:41][CH2:40][CH2:39][CH2:38][CH2:37][CH2:36][CH2:35][O:21][C:14]1[C:15]([O:19][CH3:20])=[CH:16][CH:17]=[C:18]2[C:13]=1[NH:12][C:11](=[O:22])[CH:10]=[C:9]2[NH:8][C:7]1[C:6]([CH3:23])=[CH:5][N:4]=[CH:3][C:2]=1[CH3:1]. Given the reactants [CH3:1][C:2]1[CH:3]=[N:4][CH:5]=[C:6]([CH3:23])[C:7]=1[NH:8][C:9]1[C:18]2[C:13](=[C:14]([OH:21])[C:15]([O:19][CH3:20])=[CH:16][CH:17]=2)[NH:12][C:11](=[O:22])[CH:10]=1.C(=O)([O-])[O-].[Cs+].[Cs+].CS(C)=O.Br[CH2:35][CH2:36][CH2:37][CH2:38][CH2:39][CH2:40][Cl:41], predict the reaction product.